This data is from Forward reaction prediction with 1.9M reactions from USPTO patents (1976-2016). The task is: Predict the product of the given reaction. (1) The product is: [CH:48]1([CH2:51][C:52]([N:25]2[CH2:26][CH2:27][CH:22]([O:21][C:18]3[CH:19]=[CH:20][C:15]([NH:14][C:7]4[C:6]5[C:11](=[CH:12][CH:13]=[C:4]([O:3][CH3:2])[CH:5]=5)[N:10]=[CH:9][N:8]=4)=[CH:16][C:17]=3[CH3:28])[CH2:23][CH2:24]2)=[O:53])[CH2:50][CH2:49]1. Given the reactants Cl.[CH3:2][O:3][C:4]1[CH:5]=[C:6]2[C:11](=[CH:12][CH:13]=1)[N:10]=[CH:9][N:8]=[C:7]2[NH:14][C:15]1[CH:20]=[CH:19][C:18]([O:21][CH:22]2[CH2:27][CH2:26][NH:25][CH2:24][CH2:23]2)=[C:17]([CH3:28])[CH:16]=1.C(N(CC)CC)C.C1N=CN(C(N2C=NC=C2)=O)C=1.[CH:48]1([CH2:51][C:52](O)=[O:53])[CH2:50][CH2:49]1, predict the reaction product. (2) Given the reactants [N+](=[C:3]1[C:7]([CH3:9])([CH3:8])[O:6][C:5]([CH3:11])([CH3:10])[C:4]1=[O:12])=[N-].[CH3:13][OH:14], predict the reaction product. The product is: [CH3:13][O:14][C:4]([CH:3]1[C:7]([CH3:8])([CH3:9])[O:6][C:5]1([CH3:10])[CH3:11])=[O:12].